Dataset: Full USPTO retrosynthesis dataset with 1.9M reactions from patents (1976-2016). Task: Predict the reactants needed to synthesize the given product. Given the product [Cl:17][C:14]1[CH:15]=[CH:16][C:7]([O:6][CH:4]([CH3:5])[C:3]([OH:28])=[O:2])=[C:8]2[C:13]=1[N:12]=[C:11]([CH3:18])[C:10]([CH2:19][C:20]1[CH:25]=[CH:24][C:23]([Cl:26])=[CH:22][CH:21]=1)=[C:9]2[CH3:27], predict the reactants needed to synthesize it. The reactants are: C[O:2][C:3](=[O:28])[CH:4]([O:6][C:7]1[CH:16]=[CH:15][C:14]([Cl:17])=[C:13]2[C:8]=1[C:9]([CH3:27])=[C:10]([CH2:19][C:20]1[CH:25]=[CH:24][C:23]([Cl:26])=[CH:22][CH:21]=1)[C:11]([CH3:18])=[N:12]2)[CH3:5].[OH-].[Li+].